Dataset: Forward reaction prediction with 1.9M reactions from USPTO patents (1976-2016). Task: Predict the product of the given reaction. (1) Given the reactants [CH:1]1[C:6](N)=[CH:5][C:4]2[C:8]([O:10][C:11]3([C:21]4[CH:22]=[CH:23][C:24]([OH:26])=[CH:25][C:20]=4[O:19][C:13]4[CH:14]=[C:15]([OH:18])[CH:16]=[CH:17][C:12]3=4)[C:3]=2[CH:2]=1)=[O:9], predict the reaction product. The product is: [CH:1]1[CH:6]=[CH:5][C:4]([C:8]([OH:10])=[O:9])=[C:3]([C:11]2[C:12]3[CH:17]=[CH:16][C:15]([OH:18])=[CH:14][C:13]=3[O:19][C:20]3[C:21]=2[CH:22]=[CH:23][C:24]([CH:25]=3)=[O:26])[CH:2]=1. (2) Given the reactants [F:1][C:2]1([C:10]([OH:12])=O)[CH2:9][CH2:8][CH2:7][CH2:6][CH2:5][C:4]#[C:3]1.CCN([CH:19]([CH3:21])[CH3:20])C(C)C.CN(C(ON1N=NC2[CH:33]=[CH:34][CH:35]=[CH:36][C:31]1=2)=[N+](C)C)C.[F:39][P-](F)(F)(F)(F)F.[NH2:46][CH2:47][CH2:48][O:49][CH2:50][CH2:51][O:52][CH2:53][CH2:54][O:55][CH2:56][CH2:57][NH2:58].CN([CH:62]=[O:63])C, predict the reaction product. The product is: [O:52]([CH2:51][CH2:50][O:49][CH2:48][CH2:47][NH:46][C:10]([C:2]1([F:1])[CH2:9][CH2:8][CH2:7][CH2:6][CH2:5][C:4]#[C:3]1)=[O:12])[CH2:53][CH2:54][O:55][CH2:56][CH2:57][NH:58][C:62]([C:20]1([F:39])[CH2:19][CH2:21][CH2:33][CH2:34][CH2:35][C:36]#[C:31]1)=[O:63].